The task is: Regression. Given two drug SMILES strings and cell line genomic features, predict the synergy score measuring deviation from expected non-interaction effect.. This data is from NCI-60 drug combinations with 297,098 pairs across 59 cell lines. (1) Cell line: SK-OV-3. Synergy scores: CSS=-0.175, Synergy_ZIP=-0.370, Synergy_Bliss=-1.55, Synergy_Loewe=-1.32, Synergy_HSA=-2.11. Drug 2: C1CN(P(=O)(OC1)NCCCl)CCCl. Drug 1: CN(C(=O)NC(C=O)C(C(C(CO)O)O)O)N=O. (2) Drug 1: CC(C1=C(C=CC(=C1Cl)F)Cl)OC2=C(N=CC(=C2)C3=CN(N=C3)C4CCNCC4)N. Drug 2: C1=CC(=CC=C1CC(C(=O)O)N)N(CCCl)CCCl.Cl. Cell line: A549. Synergy scores: CSS=38.8, Synergy_ZIP=-7.47, Synergy_Bliss=1.49, Synergy_Loewe=-6.00, Synergy_HSA=1.53. (3) Drug 1: C1=CC(=CC=C1CCC2=CNC3=C2C(=O)NC(=N3)N)C(=O)NC(CCC(=O)O)C(=O)O. Drug 2: C1C(C(OC1N2C=NC(=NC2=O)N)CO)O. Cell line: 786-0. Synergy scores: CSS=17.6, Synergy_ZIP=-11.1, Synergy_Bliss=-10.2, Synergy_Loewe=-11.6, Synergy_HSA=-6.66. (4) Drug 1: C1=CC(=CC=C1CC(C(=O)O)N)N(CCCl)CCCl.Cl. Drug 2: CNC(=O)C1=NC=CC(=C1)OC2=CC=C(C=C2)NC(=O)NC3=CC(=C(C=C3)Cl)C(F)(F)F. Cell line: EKVX. Synergy scores: CSS=0.0320, Synergy_ZIP=-2.65, Synergy_Bliss=-3.68, Synergy_Loewe=-10.5, Synergy_HSA=-4.92. (5) Drug 1: C#CCC(CC1=CN=C2C(=N1)C(=NC(=N2)N)N)C3=CC=C(C=C3)C(=O)NC(CCC(=O)O)C(=O)O. Drug 2: CCC1(C2=C(COC1=O)C(=O)N3CC4=CC5=C(C=CC(=C5CN(C)C)O)N=C4C3=C2)O.Cl. Cell line: NCI-H460. Synergy scores: CSS=35.3, Synergy_ZIP=3.56, Synergy_Bliss=2.96, Synergy_Loewe=1.33, Synergy_HSA=1.19. (6) Cell line: HCC-2998. Drug 2: N.N.Cl[Pt+2]Cl. Drug 1: CS(=O)(=O)C1=CC(=C(C=C1)C(=O)NC2=CC(=C(C=C2)Cl)C3=CC=CC=N3)Cl. Synergy scores: CSS=9.11, Synergy_ZIP=-2.04, Synergy_Bliss=-1.18, Synergy_Loewe=-2.17, Synergy_HSA=-2.93. (7) Drug 1: C1=CC(=C2C(=C1NCCNCCO)C(=O)C3=C(C=CC(=C3C2=O)O)O)NCCNCCO. Drug 2: CC12CCC3C(C1CCC2OP(=O)(O)O)CCC4=C3C=CC(=C4)OC(=O)N(CCCl)CCCl.[Na+]. Cell line: UACC-257. Synergy scores: CSS=6.38, Synergy_ZIP=-5.93, Synergy_Bliss=-7.98, Synergy_Loewe=-13.0, Synergy_HSA=-7.74. (8) Synergy scores: CSS=1.55, Synergy_ZIP=-1.10, Synergy_Bliss=-0.649, Synergy_Loewe=-3.54, Synergy_HSA=-2.50. Drug 2: CC1CCC2CC(C(=CC=CC=CC(CC(C(=O)C(C(C(=CC(C(=O)CC(OC(=O)C3CCCCN3C(=O)C(=O)C1(O2)O)C(C)CC4CCC(C(C4)OC)O)C)C)O)OC)C)C)C)OC. Cell line: SF-539. Drug 1: C1=NC2=C(N1)C(=S)N=CN2. (9) Synergy scores: CSS=3.08, Synergy_ZIP=-0.391, Synergy_Bliss=3.42, Synergy_Loewe=-13.9, Synergy_HSA=1.51. Drug 1: C1=NC2=C(N=C(N=C2N1C3C(C(C(O3)CO)O)F)Cl)N. Cell line: SK-OV-3. Drug 2: CN(C(=O)NC(C=O)C(C(C(CO)O)O)O)N=O. (10) Drug 1: COC1=CC(=CC(=C1O)OC)C2C3C(COC3=O)C(C4=CC5=C(C=C24)OCO5)OC6C(C(C7C(O6)COC(O7)C8=CC=CS8)O)O. Drug 2: C1CNP(=O)(OC1)N(CCCl)CCCl. Cell line: SNB-19. Synergy scores: CSS=48.0, Synergy_ZIP=4.09, Synergy_Bliss=3.46, Synergy_Loewe=-57.2, Synergy_HSA=3.70.